Dataset: Forward reaction prediction with 1.9M reactions from USPTO patents (1976-2016). Task: Predict the product of the given reaction. (1) Given the reactants [CH3:1][C:2]1[CH:8]=[C:7]([O:9][CH2:10][CH3:11])[CH:6]=[CH:5][C:3]=1[NH2:4].Cl.Cl[CH2:14][CH2:15][NH:16][CH2:17][CH2:18]Cl.CC1C=CC(S(O)(=O)=O)=CC=1, predict the reaction product. The product is: [CH3:1][C:2]1[CH:8]=[C:7]([O:9][CH2:10][CH3:11])[CH:6]=[CH:5][C:3]=1[N:4]1[CH2:18][CH2:17][NH:16][CH2:15][CH2:14]1. (2) The product is: [Cl:1][C:2]1[CH:3]=[N:4][N:5]([C:7]2[CH:12]=[CH:11][N:10]=[CH:9][C:8]=2[N:13]2[CH2:18][CH2:17][CH:16]([C:19]([OH:21])=[O:20])[CH2:15][CH2:14]2)[CH:6]=1. Given the reactants [Cl:1][C:2]1[CH:3]=[N:4][N:5]([C:7]2[CH:12]=[CH:11][N:10]=[CH:9][C:8]=2[N:13]2[CH2:18][CH2:17][CH:16]([C:19]([O:21]CC)=[O:20])[CH2:15][CH2:14]2)[CH:6]=1.[OH-].[Na+].Cl, predict the reaction product. (3) Given the reactants [H-].[Al+3].[Li+].[H-].[H-].[H-].[NH2:7][C:8]1[CH:9]=[N:10][CH:11]=[C:12]([CH:18]=1)[C:13](OCC)=[O:14], predict the reaction product. The product is: [NH2:7][C:8]1[CH:18]=[C:12]([CH2:13][OH:14])[CH:11]=[N:10][CH:9]=1. (4) Given the reactants [NH2:1][CH:2]([C:6]1[CH:11]=[CH:10][C:9]([OH:12])=[CH:8][CH:7]=1)[C:3]([OH:5])=[O:4], predict the reaction product. The product is: [NH2:1][CH:2]([CH:6]1[CH2:11][CH2:10][CH:9]([OH:12])[CH2:8][CH2:7]1)[C:3]([OH:5])=[O:4]. (5) The product is: [C:77]([O:76][C:74]([N:71]1[CH2:72][CH2:73][CH:68]([NH:67][C:26](=[O:27])[C:25]2[CH:29]=[C:30]([O:31][CH3:32])[C:22]([NH:21][C:19]3[N:18]=[CH:17][C:8]4[N:9]([CH3:16])[C:10](=[O:15])[C:11]([F:14])([F:13])[CH2:12][N:6]([CH:1]5[CH2:2][CH2:3][CH2:4][CH2:5]5)[C:7]=4[N:20]=3)=[CH:23][C:24]=2[F:33])[CH2:69][CH2:70]1)=[O:75])([CH3:80])([CH3:78])[CH3:79]. Given the reactants [CH:1]1([N:6]2[CH2:12][C:11]([F:14])([F:13])[C:10](=[O:15])[N:9]([CH3:16])[C:8]3[CH:17]=[N:18][C:19]([NH:21][C:22]4[C:30]([O:31][CH3:32])=[CH:29][C:25]([C:26](O)=[O:27])=[C:24]([F:33])[CH:23]=4)=[N:20][C:7]2=3)[CH2:5][CH2:4][CH2:3][CH2:2]1.F[P-](F)(F)(F)(F)F.CN(C(N(C)C)=[N+]1C2C=CC=CC=2[N+]([O-])=N1)C.C(N(C(C)C)CC)(C)C.[NH2:67][CH:68]1[CH2:73][CH2:72][N:71]([C:74]([O:76][C:77]([CH3:80])([CH3:79])[CH3:78])=[O:75])[CH2:70][CH2:69]1, predict the reaction product. (6) Given the reactants [CH3:1][N:2]1[CH:6]=[C:5]([S:7](Cl)(=[O:9])=[O:8])[C:4]([C:11]([F:14])([F:13])[F:12])=[N:3]1.C(N(CC)CC)C.[Cl:22][C:23]1[CH:24]=[C:25]([C:31]2[CH:38]=[CH:37][C:34]([CH2:35][NH2:36])=[CH:33][C:32]=2[O:39][C:40]([F:43])([F:42])[F:41])[C:26]([O:29][CH3:30])=[N:27][CH:28]=1, predict the reaction product. The product is: [Cl:22][C:23]1[CH:24]=[C:25]([C:31]2[CH:38]=[CH:37][C:34]([CH2:35][NH:36][S:7]([C:5]3[C:4]([C:11]([F:14])([F:13])[F:12])=[N:3][N:2]([CH3:1])[CH:6]=3)(=[O:9])=[O:8])=[CH:33][C:32]=2[O:39][C:40]([F:43])([F:41])[F:42])[C:26]([O:29][CH3:30])=[N:27][CH:28]=1. (7) Given the reactants Cl[C:2]1[N:7]=[C:6]([C:8]([O:10][CH3:11])=[O:9])[CH:5]=[CH:4][CH:3]=1.C[Si]([N-][Si](C)(C)C)(C)C.[Na+].Cl.[CH2:23]([O:27]C1N=C(C(O)=O)C=CC=1)[CH2:24][CH2:25][CH3:26].S(Cl)(Cl)=O, predict the reaction product. The product is: [CH2:23]([O:27][C:2]1[N:7]=[C:6]([C:8]([O:10][CH3:11])=[O:9])[CH:5]=[CH:4][CH:3]=1)[CH2:24][CH2:25][CH3:26].